Dataset: Reaction yield outcomes from USPTO patents with 853,638 reactions. Task: Predict the reaction yield, written as a fraction of the theoretical maximum amount of product (1.0 means a 100% yield; for example, 0.34 means a 34% yield). The reactants are [F:1][C:2]1[CH:25]=[C:24]([N+:26]([O-:28])=[O:27])[CH:23]=[CH:22][C:3]=1[O:4][C:5]1[CH:10]=[CH:9][N:8]=[C:7]2[CH:11]=[C:12]([C:14]3[CH:19]=[CH:18][C:17]([CH2:20]O)=[CH:16][CH:15]=3)[S:13][C:6]=12.O=S(Cl)[Cl:31]. No catalyst specified. The product is [Cl:31][CH2:20][C:17]1[CH:18]=[CH:19][C:14]([C:12]2[S:13][C:6]3[C:7](=[N:8][CH:9]=[CH:10][C:5]=3[O:4][C:3]3[CH:22]=[CH:23][C:24]([N+:26]([O-:28])=[O:27])=[CH:25][C:2]=3[F:1])[CH:11]=2)=[CH:15][CH:16]=1. The yield is 1.00.